This data is from Forward reaction prediction with 1.9M reactions from USPTO patents (1976-2016). The task is: Predict the product of the given reaction. (1) Given the reactants [CH:1](=[C:3]1[CH:10]2[CH2:11][CH:6]3[CH2:7][CH:8]([CH2:12][CH:4]1[CH2:5]3)[CH2:9]2)[CH3:2].[C:13]([OH:18])(=[O:17])[C:14]([CH3:16])=[CH2:15].S(=O)(=O)(O)O, predict the reaction product. The product is: [C:13]([O:18][C:3]1([CH2:1][CH3:2])[CH:4]2[CH2:12][CH:8]3[CH2:7][CH:6]([CH2:11][CH:10]1[CH2:9]3)[CH2:5]2)(=[O:17])[C:14]([CH3:16])=[CH2:15]. (2) The product is: [Cl:1][C:2]1[CH:10]=[C:9]([CH:11]2[CH2:13][CH2:12]2)[C:5]([C:6]([OH:8])=[O:7])=[CH:4][N:3]=1. Given the reactants [Cl:1][C:2]1[CH:10]=[CH:9][C:5]([C:6]([OH:8])=[O:7])=[CH:4][N:3]=1.[CH:11]1([Mg]Br)[CH2:13][CH2:12]1.C(O)(=O)C, predict the reaction product. (3) Given the reactants [C:1]([O:5][C:6]([N:8]1[CH2:12][CH2:11][CH2:10][CH:9]1[C:13]1[NH:14][C:15]([C:18]2[CH:23]=[CH:22][C:21]([C:24]3[CH:33]=[CH:32][C:31]4[C:26](=[CH:27][CH:28]=[C:29](B5OC(C)(C)C(C)(C)O5)[CH:30]=4)[CH:25]=3)=[CH:20][CH:19]=2)=[CH:16][N:17]=1)=[O:7])([CH3:4])([CH3:3])[CH3:2].[C:43]([O:47][C:48]([N:50]1[CH:55]([C:56]2[NH:60][C:59]3[CH:61]=[C:62](Br)[CH:63]=[CH:64][C:58]=3[N:57]=2)[CH:54]2[CH2:66][CH:51]1[CH2:52][CH2:53]2)=[O:49])([CH3:46])([CH3:45])[CH3:44].C(=O)([O-])[O-].[K+].[K+], predict the reaction product. The product is: [C:43]([O:47][C:48]([N:50]1[CH:55]([C:56]2[NH:60][C:59]3[CH:61]=[C:62]([C:29]4[CH:28]=[CH:27][C:26]5[C:31](=[CH:32][CH:33]=[C:24]([C:21]6[CH:22]=[CH:23][C:18]([C:15]7[NH:14][C:13]([CH:9]8[CH2:10][CH2:11][CH2:12][N:8]8[C:6]([O:5][C:1]([CH3:4])([CH3:3])[CH3:2])=[O:7])=[N:17][CH:16]=7)=[CH:19][CH:20]=6)[CH:25]=5)[CH:30]=4)[CH:63]=[CH:64][C:58]=3[N:57]=2)[CH:54]2[CH2:66][CH:51]1[CH2:52][CH2:53]2)=[O:49])([CH3:46])([CH3:45])[CH3:44]. (4) Given the reactants C([C:4]1[CH:8]=[CH:7][NH:6][N:5]=1)(C)C.[CH2:9]([Li])[CH2:10][CH2:11]C.[B:14](OCCCC)([O:20]CCCC)[O:15]CCCC, predict the reaction product. The product is: [CH:10]([N:5]1[C:4]([B:14]([OH:20])[OH:15])=[CH:8][CH:7]=[N:6]1)([CH3:11])[CH3:9]. (5) Given the reactants CS(O[C@H:6]1[CH2:10][CH2:9][N:8]([CH2:11][C:12]2[CH:17]=[CH:16][C:15]([CH:18]([F:20])[F:19])=[CH:14][CH:13]=2)[C:7]1=[O:21])(=O)=O.Cl.[F:23][C@H:24]1[C@H:29]([C:30]2[CH:35]=[CH:34][C:33]([OH:36])=[CH:32][CH:31]=2)[CH2:28][CH2:27][NH:26][CH2:25]1.C(N(CC)C(C)C)(C)C, predict the reaction product. The product is: [F:19][CH:18]([F:20])[C:15]1[CH:16]=[CH:17][C:12]([CH2:11][N:8]2[CH2:9][CH2:10][CH:6]([N:26]3[CH2:27][CH2:28][C@@H:29]([C:30]4[CH:35]=[CH:34][C:33]([OH:36])=[CH:32][CH:31]=4)[C@H:24]([F:23])[CH2:25]3)[C:7]2=[O:21])=[CH:13][CH:14]=1. (6) Given the reactants [CH3:1][O:2][C:3]1[CH:12]=[C:11]2[C:6]([C:7]([C:20]3[CH:25]=[CH:24][C:23]([O:26][CH3:27])=[CH:22][CH:21]=3)=[N:8][N:9]=[C:10]2[NH:13][CH:14]2[CH2:19][CH2:18][NH:17][CH2:16][CH2:15]2)=[CH:5][CH:4]=1.[CH:28]1[C:33]([CH:34]=O)=[CH:32][C:31]2[O:36][CH2:37][O:38][C:30]=2[CH:29]=1, predict the reaction product. The product is: [O:38]1[C:30]2[CH:29]=[CH:28][C:33]([CH2:34][N:17]3[CH2:16][CH2:15][CH:14]([NH:13][C:10]4[C:11]5[C:6](=[CH:5][CH:4]=[C:3]([O:2][CH3:1])[CH:12]=5)[C:7]([C:20]5[CH:25]=[CH:24][C:23]([O:26][CH3:27])=[CH:22][CH:21]=5)=[N:8][N:9]=4)[CH2:19][CH2:18]3)=[CH:32][C:31]=2[O:36][CH2:37]1. (7) Given the reactants Br[CH:2]([CH:6]([CH3:8])[CH3:7])[C:3](O)=[O:4].[CH:9]1([NH:17][C:18]([NH2:20])=[S:19])[CH2:16][CH2:15][CH2:14][CH2:13][CH2:12][CH2:11][CH2:10]1, predict the reaction product. The product is: [CH:9]1([NH:17][C:18]2[S:19][CH:2]([CH:6]([CH3:8])[CH3:7])[C:3](=[O:4])[N:20]=2)[CH2:16][CH2:15][CH2:14][CH2:13][CH2:12][CH2:11][CH2:10]1. (8) Given the reactants [Cl:1][C:2]1[CH:3]=[C:4]([NH2:19])[CH:5]=[N:6][C:7]=1[O:8][C:9]1[N:10]=[CH:11][C:12]2[C:17]([CH:18]=1)=[CH:16][CH:15]=[CH:14][CH:13]=2.[CH3:20][O:21][C:22]1[CH:27]=[C:26]([O:28][CH3:29])[CH:25]=[CH:24][C:23]=1[S:30](Cl)(=[O:32])=[O:31], predict the reaction product. The product is: [Cl:1][C:2]1[CH:3]=[C:4]([NH:19][S:30]([C:23]2[CH:24]=[CH:25][C:26]([O:28][CH3:29])=[CH:27][C:22]=2[O:21][CH3:20])(=[O:32])=[O:31])[CH:5]=[N:6][C:7]=1[O:8][C:9]1[N:10]=[CH:11][C:12]2[C:17]([CH:18]=1)=[CH:16][CH:15]=[CH:14][CH:13]=2. (9) Given the reactants [N:1]1[CH:6]=[CH:5][CH:4]=[CH:3][C:2]=1[NH:7][C:8](=[O:13])[C:9]([CH3:12])([CH3:11])[CH3:10].[Li]CCCC.CON(C)[C:22](=[O:24])[CH3:23], predict the reaction product. The product is: [C:22]([C:3]1[C:2]([NH:7][C:8](=[O:13])[C:9]([CH3:10])([CH3:12])[CH3:11])=[N:1][CH:6]=[CH:5][CH:4]=1)(=[O:24])[CH3:23].